This data is from Forward reaction prediction with 1.9M reactions from USPTO patents (1976-2016). The task is: Predict the product of the given reaction. Given the reactants [F:1][C:2]1[CH:7]=[CH:6][C:5]([S:8]([N:11]([CH3:31])[CH:12]2[CH2:30][N:16]3[C:17]4[C:22]([C:23]([C:24](=O)[C:25]([O:27][CH3:28])=[O:26])=[C:15]3[CH2:14][CH2:13]2)=[CH:21][CH:20]=[CH:19][CH:18]=4)(=[O:10])=[O:9])=[CH:4][CH:3]=1.[BH4-].[Na+].CC(O)=O, predict the reaction product. The product is: [F:1][C:2]1[CH:7]=[CH:6][C:5]([S:8]([N:11]([CH3:31])[CH:12]2[CH2:30][N:16]3[C:17]4[C:22]([C:23]([CH2:24][C:25]([O:27][CH3:28])=[O:26])=[C:15]3[CH2:14][CH2:13]2)=[CH:21][CH:20]=[CH:19][CH:18]=4)(=[O:9])=[O:10])=[CH:4][CH:3]=1.